This data is from Reaction yield outcomes from USPTO patents with 853,638 reactions. The task is: Predict the reaction yield, written as a fraction of the theoretical maximum amount of product (1.0 means a 100% yield; for example, 0.34 means a 34% yield). (1) The reactants are [CH3:1][O:2][C:3]1[CH:8]=[CH:7][C:6]([S:9][C:10]2[CH:15]=[CH:14][C:13]([CH2:16][N:17]3[CH2:22][CH2:21][CH:20]([C:23]4[CH:24]=[C:25]([NH:30]C(OCC5C=CC=CC=5)=O)[CH:26]=[CH:27][C:28]=4[CH3:29])[CH2:19][CH2:18]3)=[CH:12][CH:11]=2)=[CH:5][CH:4]=1.[OH-].[K+].CCCCCC.CCOC(C)=O. The catalyst is CO. The product is [CH3:1][O:2][C:3]1[CH:8]=[CH:7][C:6]([S:9][C:10]2[CH:11]=[CH:12][C:13]([CH2:16][N:17]3[CH2:22][CH2:21][CH:20]([C:23]4[CH:24]=[C:25]([NH2:30])[CH:26]=[CH:27][C:28]=4[CH3:29])[CH2:19][CH2:18]3)=[CH:14][CH:15]=2)=[CH:5][CH:4]=1. The yield is 0.982. (2) The reactants are [CH3:1][C:2]([CH3:10])([C:5](=O)[CH2:6][C:7]#[N:8])[C:3]#[N:4].Cl.[C:12]1([NH:18][NH2:19])[CH:17]=[CH:16][CH:15]=[CH:14][CH:13]=1.Cl.C([O-])(O)=O.[Na+]. The catalyst is CCO. The product is [NH2:8][C:7]1[N:18]([C:12]2[CH:17]=[CH:16][CH:15]=[CH:14][CH:13]=2)[N:19]=[C:5]([C:2]([CH3:10])([CH3:1])[C:3]#[N:4])[CH:6]=1. The yield is 0.330. (3) The reactants are [CH3:1][C:2]1[N:7]=[C:6]2[S:8][C:9]3[CH2:14][CH2:13][CH2:12][CH2:11][C:10]=3[C:5]2=[C:4]([C:15]2[CH:23]=[CH:22][C:18]3[O:19][CH2:20][O:21][C:17]=3[CH:16]=2)[C:3]=1[CH:24]([CH2:29][CH2:30][CH3:31])[C:25]([O:27]C)=[O:26].[OH-].[Na+]. The catalyst is CO. The product is [CH3:1][C:2]1[N:7]=[C:6]2[S:8][C:9]3[CH2:14][CH2:13][CH2:12][CH2:11][C:10]=3[C:5]2=[C:4]([C:15]2[CH:23]=[CH:22][C:18]3[O:19][CH2:20][O:21][C:17]=3[CH:16]=2)[C:3]=1[CH:24]([CH2:29][CH2:30][CH3:31])[C:25]([OH:27])=[O:26]. The yield is 0.580. (4) The reactants are [CH2:1]([O:8][C:9]1[C:24]([O:25][CH3:26])=[CH:23][C:12]([C:13]([N:15]2[CH2:20][CH2:19][CH2:18][CH2:17][C@@H:16]2[CH:21]=O)=[O:14])=[C:11]([N+:27]([O-])=O)[CH:10]=1)[C:2]1[CH:7]=[CH:6][CH:5]=[CH:4][CH:3]=1.C1COCC1.O.[O-]S(S([O-])=O)=O.[Na+].[Na+]. The catalyst is CO.O1CCOCC1. The product is [CH2:1]([O:8][C:9]1[C:24]([O:25][CH3:26])=[CH:23][C:12]2[C:13](=[O:14])[N:15]3[CH2:20][CH2:19][CH2:18][CH2:17][C@@H:16]3[CH:21]=[N:27][C:11]=2[CH:10]=1)[C:2]1[CH:3]=[CH:4][CH:5]=[CH:6][CH:7]=1. The yield is 0.700. (5) The reactants are [CH3:1][C:2]1[CH:7]=[CH:6][N:5]=[CH:4][C:3]=1[N:8]1[CH2:12][CH2:11][NH:10][C:9]1=[O:13].Br[C:15]1[CH:31]=[CH:30][C:18]2[N:19]([CH2:22][O:23][CH2:24][CH2:25][Si:26]([CH3:29])([CH3:28])[CH3:27])[N:20]=[N:21][C:17]=2[CH:16]=1.N[C@@H]1CCCC[C@H]1N.P([O-])([O-])([O-])=O.[K+].[K+].[K+]. The catalyst is [Cu](I)I.O1CCOCC1. The product is [CH3:1][C:2]1[CH:7]=[CH:6][N:5]=[CH:4][C:3]=1[N:8]1[CH2:12][CH2:11][N:10]([C:15]2[CH:31]=[CH:30][C:18]3[N:19]([CH2:22][O:23][CH2:24][CH2:25][Si:26]([CH3:27])([CH3:29])[CH3:28])[N:20]=[N:21][C:17]=3[CH:16]=2)[C:9]1=[O:13]. The yield is 0.790. (6) The reactants are Cl[C:2]1[CH:7]=[CH:6][N:5]=[C:4]([N:8]2[CH2:19][CH2:18][N:17]3[C:10](=[CH:11][C:12]4[CH2:13][C:14]([CH3:21])([CH3:20])[CH2:15][C:16]=43)[C:9]2=[O:22])[C:3]=1[CH:23]=[O:24].[CH3:25][N:26]1[C:31](=[O:32])[C:30]([NH:33][C:34]2[CH:39]=[CH:38][C:37]([N:40]3[CH2:45][CH2:44][N:43]([CH:46]4[CH2:49][O:48][CH2:47]4)[CH2:42][C@H:41]3[CH3:50])=[CH:36][N:35]=2)=[CH:29][C:28](C2C(C=O)=C(N3C=CN4C5CCCCC=5C=C4C3=O)N=CC=2)=[CH:27]1.[O-]P([O-])([O-])=O.[K+].[K+].[K+].C([O-])(=O)C.[Na+]. The catalyst is C1C=CC(P(C2C=CC=CC=2)[C-]2C=CC=C2)=CC=1.C1C=CC(P(C2C=CC=CC=2)[C-]2C=CC=C2)=CC=1.Cl[Pd]Cl.[Fe+2].O.C(#N)C. The product is [CH3:20][C:14]1([CH3:21])[CH2:13][C:12]2[CH:11]=[C:10]3[N:17]([CH2:18][CH2:19][N:8]([C:4]4[C:3]([CH:23]=[O:24])=[C:2]([C:28]5[CH:29]=[C:30]([NH:33][C:34]6[CH:39]=[CH:38][C:37]([N:40]7[CH2:45][CH2:44][N:43]([CH:46]8[CH2:47][O:48][CH2:49]8)[CH2:42][C@H:41]7[CH3:50])=[CH:36][N:35]=6)[C:31](=[O:32])[N:26]([CH3:25])[CH:27]=5)[CH:7]=[CH:6][N:5]=4)[C:9]3=[O:22])[C:16]=2[CH2:15]1. The yield is 0.410. (7) The reactants are Br[C:2]1[CH:3]=[C:4]2[C:9](=[CH:10][CH:11]=1)[N:8]([CH2:12][C:13]([O:15][CH2:16][CH3:17])=[O:14])[C:7](=[O:18])[CH:6]=[CH:5]2.C(OCC)(=O)C.[CH3:25][N:26](C)C=O. The catalyst is O.C1C=CC([P]([Pd]([P](C2C=CC=CC=2)(C2C=CC=CC=2)C2C=CC=CC=2)([P](C2C=CC=CC=2)(C2C=CC=CC=2)C2C=CC=CC=2)[P](C2C=CC=CC=2)(C2C=CC=CC=2)C2C=CC=CC=2)(C2C=CC=CC=2)C2C=CC=CC=2)=CC=1. The product is [C:25]([C:2]1[CH:3]=[C:4]2[C:9](=[CH:10][CH:11]=1)[N:8]([CH2:12][C:13]([O:15][CH2:16][CH3:17])=[O:14])[C:7](=[O:18])[CH:6]=[CH:5]2)#[N:26]. The yield is 0.380. (8) The product is [Si:1]([O:8][C@H:9]([C:18]1[CH:23]=[CH:22][CH:21]=[CH:20][CH:19]=1)[C@H:10]([NH:26][C:29](=[O:38])[O:55][CH2:54][C:53]1[CH:56]=[CH:57][C:50]([O:49][CH3:48])=[CH:51][CH:52]=1)[CH2:14][CH2:15][C:16]#[CH:17])([C:4]([CH3:5])([CH3:6])[CH3:7])([CH3:3])[CH3:2]. The yield is 0.905. The reactants are [Si:1]([O:8][C@H:9]([C:18]1[CH:23]=[CH:22][CH:21]=[CH:20][CH:19]=1)[C@@H:10]([CH2:14][CH2:15][C:16]#[CH:17])C(O)=O)([C:4]([CH3:7])([CH3:6])[CH3:5])([CH3:3])[CH3:2].C([N:26]([CH2:29]C)CC)C.C1(P(N=[N+]=[N-])(C2C=CC=CC=2)=[O:38])C=CC=CC=1.[CH3:48][O:49][C:50]1[CH:57]=[CH:56][C:53]([CH2:54][OH:55])=[CH:52][CH:51]=1. The catalyst is C1(C)C=CC=CC=1.C(=O)(O)[O-].